From a dataset of Full USPTO retrosynthesis dataset with 1.9M reactions from patents (1976-2016). Predict the reactants needed to synthesize the given product. (1) Given the product [CH3:52]/[C:20](/[CH2:21][CH2:22]/[CH:23]=[C:24](\[CH3:51])/[CH2:25][CH2:26]/[CH:27]=[C:28](\[CH3:50])/[CH2:29][CH2:30]/[CH:31]=[C:32](\[CH3:49])/[CH2:33][CH2:34]/[CH:35]=[C:36](\[CH3:48])/[CH2:37][CH2:38]/[CH:39]=[C:40](\[CH3:47])/[CH2:41][CH2:42][CH:43]=[C:44]([CH3:46])[CH3:45])=[CH:19]\[CH2:18][C:7]1[C:8]([CH3:17])=[C:9]([O:16][C:53](=[O:59])[CH2:54][CH2:55][C:56]([OH:58])=[O:57])[C:10]2[C:15]([C:6]=1[O:5][C:1](=[O:4])[CH2:2][CH3:3])=[CH:14][CH:13]=[CH:12][CH:11]=2, predict the reactants needed to synthesize it. The reactants are: [C:1]([O:5][C:6]1[C:15]2[C:10](=[CH:11][CH:12]=[CH:13][CH:14]=2)[C:9]([OH:16])=[C:8]([CH3:17])[C:7]=1[CH2:18]/[CH:19]=[C:20](\[CH3:52])/[CH2:21][CH2:22]/[CH:23]=[C:24](\[CH3:51])/[CH2:25][CH2:26]/[CH:27]=[C:28](\[CH3:50])/[CH2:29][CH2:30]/[CH:31]=[C:32](\[CH3:49])/[CH2:33][CH2:34]/[CH:35]=[C:36](\[CH3:48])/[CH2:37][CH2:38]/[CH:39]=[C:40](\[CH3:47])/[CH2:41][CH2:42][CH:43]=[C:44]([CH3:46])[CH3:45])(=[O:4])[CH2:2][CH3:3].[C:53]1(=[O:59])[O:58][C:56](=[O:57])[CH2:55][CH2:54]1. (2) Given the product [ClH:1].[CH:8]12[CH2:14][C:13]1([C:15]([O:17][CH2:18][CH3:19])=[O:16])[CH2:12][CH2:11][NH:10][CH2:9]2, predict the reactants needed to synthesize it. The reactants are: [ClH:1].O1CCOCC1.[CH:8]12[CH2:14][C:13]1([C:15]([O:17][CH2:18][CH3:19])=[O:16])[CH2:12][CH2:11][N:10](C(OC(C)(C)C)=O)[CH2:9]2. (3) The reactants are: Cl.[CH2:2]([O:4][C:5](=[O:8])[CH2:6][NH2:7])[CH3:3].C(N(CC)CC)C.[Cl:16][C:17]1[CH:26]=[C:25]2[C:20]([C:21]([C:43]3[CH:48]=[CH:47][CH:46]=[C:45]([CH:49]=O)[CH:44]=3)=[C:22]([CH2:28][C:29]([NH:31][C:32]3[CH:37]=[CH:36][C:35]([F:38])=[CH:34][C:33]=3[C:39]([F:42])([F:41])[F:40])=[O:30])[C:23](=[O:27])[O:24]2)=[CH:19][C:18]=1[CH3:51]. Given the product [Cl:16][C:17]1[CH:26]=[C:25]2[C:20]([C:21]([C:43]3[CH:44]=[C:45]([CH:46]=[CH:47][CH:48]=3)[CH2:49][NH:7][CH2:6][C:5]([O:4][CH2:2][CH3:3])=[O:8])=[C:22]([CH2:28][C:29]([NH:31][C:32]3[CH:37]=[CH:36][C:35]([F:38])=[CH:34][C:33]=3[C:39]([F:41])([F:42])[F:40])=[O:30])[C:23](=[O:27])[O:24]2)=[CH:19][C:18]=1[CH3:51], predict the reactants needed to synthesize it. (4) The reactants are: [C:1]([CH:3]([CH3:9])[C:4]([O:6][CH2:7][CH3:8])=[O:5])#[N:2].[H-].[Na+].BrC[CH2:14][O:15][C:16](=[O:21])[C:17]([CH3:20])([CH3:19])[CH3:18].[CH3:22]N(C)C=O. Given the product [CH2:7]([O:6][C:4](=[O:5])[C:3]([C:1]#[N:2])([CH3:22])[CH2:9][CH2:14][O:15][C:16](=[O:21])[C:17]([CH3:20])([CH3:19])[CH3:18])[CH3:8], predict the reactants needed to synthesize it. (5) Given the product [CH2:1]([O:8][C:9]1[CH:10]=[CH:11][C:12]2[O:16][C:15]([CH:17]([CH:19]3[CH2:20][CH2:21][CH2:22][CH2:23][CH2:24]3)[OH:18])=[C:14]([CH3:25])[C:13]=2[CH:26]=1)[C:2]1[CH:3]=[CH:4][CH:5]=[CH:6][CH:7]=1, predict the reactants needed to synthesize it. The reactants are: [CH2:1]([O:8][C:9]1[CH:10]=[CH:11][C:12]2[O:16][C:15]([C:17]([CH:19]3[CH2:24][CH2:23][CH2:22][CH2:21][CH2:20]3)=[O:18])=[C:14]([CH3:25])[C:13]=2[CH:26]=1)[C:2]1[CH:7]=[CH:6][CH:5]=[CH:4][CH:3]=1.[BH4-].[Na+].O. (6) Given the product [Cl:20][C:17]1[S:16][C:15]([C:13]([NH:12][C@H:11]2[CH2:10][N:9]([CH2:21][C:22](=[O:38])[NH:23][C:24]3[CH:29]=[CH:28][C:27]([N:30]4[CH:35]=[CH:34][CH:33]=[CH:32][C:31]4=[O:36])=[CH:26][C:25]=3[F:37])[CH2:8][C@@H:7]2[O:6][CH2:5][C:4]([OH:39])=[O:3])=[O:14])=[CH:19][CH:18]=1, predict the reactants needed to synthesize it. The reactants are: C([O:3][C:4](=[O:39])[CH2:5][O:6][C@@H:7]1[C@@H:11]([NH:12][C:13]([C:15]2[S:16][C:17]([Cl:20])=[CH:18][CH:19]=2)=[O:14])[CH2:10][N:9]([CH2:21][C:22](=[O:38])[NH:23][C:24]2[CH:29]=[CH:28][C:27]([N:30]3[CH:35]=[CH:34][CH:33]=[CH:32][C:31]3=[O:36])=[CH:26][C:25]=2[F:37])[CH2:8]1)C.[OH-].[Na+]. (7) Given the product [NH2:1][C:2]1[CH:3]=[C:4]2[C:8](=[CH:9][C:10]=1[F:11])[C:17](=[O:18])[C:6]([CH2:13][CH2:14][CH2:15][CH3:16])([CH2:21][CH2:20][C:22](=[O:23])[CH2:24][CH3:25])[CH2:5]2, predict the reactants needed to synthesize it. The reactants are: [NH2:1][C:2]1[CH:3]=[C:4]2[C:8](=[CH:9][C:10]=1[F:11])C(=O)[CH:6]([CH2:13][CH2:14][CH2:15][CH3:16])[CH2:5]2.[CH3:17][O-:18].[Na+].[CH:20]([C:22]([CH2:24][CH3:25])=[O:23])=[CH2:21]. (8) Given the product [ClH:33].[OH:1][C:2]1[CH:3]=[CH:4][C:5]([N:8]2[CH2:13][CH2:12][CH:11]([N:14]([CH3:32])[C:15]([N:17]3[CH:21]=[C:20]([C:22]4[CH:27]=[CH:26][CH:25]=[C:24]([NH:28][C:29]([NH2:31])=[O:30])[CH:23]=4)[N:19]=[CH:18]3)=[O:16])[CH2:10][CH2:9]2)=[CH:6][CH:7]=1, predict the reactants needed to synthesize it. The reactants are: [OH:1][C:2]1[CH:7]=[CH:6][C:5]([N:8]2[CH2:13][CH2:12][CH:11]([N:14]([CH3:32])[C:15]([N:17]3[CH:21]=[C:20]([C:22]4[CH:27]=[CH:26][CH:25]=[C:24]([NH:28][C:29]([NH2:31])=[O:30])[CH:23]=4)[N:19]=[CH:18]3)=[O:16])[CH2:10][CH2:9]2)=[CH:4][CH:3]=1.[ClH:33].C(OCC)C.